From a dataset of Catalyst prediction with 721,799 reactions and 888 catalyst types from USPTO. Predict which catalyst facilitates the given reaction. (1) Reactant: [C:1]([C:3]1[C:4]([N:14]2[CH2:19][CH2:18][N:17]([C:20]([O:22][C:23]([CH3:26])([CH3:25])[CH3:24])=[O:21])[CH2:16][CH2:15]2)=[N:5][CH:6]=[C:7]([C:9]2[S:10][CH:11]=[CH:12][CH:13]=2)[N:8]=1)#[N:2].N. Product: [NH2:2][CH2:1][C:3]1[C:4]([N:14]2[CH2:19][CH2:18][N:17]([C:20]([O:22][C:23]([CH3:26])([CH3:25])[CH3:24])=[O:21])[CH2:16][CH2:15]2)=[N:5][CH:6]=[C:7]([C:9]2[S:10][CH:11]=[CH:12][CH:13]=2)[N:8]=1. The catalyst class is: 94. (2) Reactant: [CH3:1][C:2]1[CH:11]=[CH:10][C:5]([C:6]([O:8][CH3:9])=[O:7])=[CH:4][C:3]=1[N+:12]([O-:14])=[O:13].CO[CH:17](OC)[N:18]([CH3:20])[CH3:19]. Product: [CH3:17][N:18]([CH3:20])/[CH:19]=[CH:1]/[C:2]1[CH:11]=[CH:10][C:5]([C:6]([O:8][CH3:9])=[O:7])=[CH:4][C:3]=1[N+:12]([O-:14])=[O:13]. The catalyst class is: 9. (3) Reactant: [CH2:1]([N:3]([C:15]1[CH:26]=[C:25]2[C:27]3[C:21]([CH3:28])([CH2:22][CH2:23][CH2:24]2)[CH2:20][CH2:19][CH2:18][C:17]=3[CH:16]=1)[C:4]1[CH:14]=[CH:13][C:7]([C:8]([O:10]CC)=[O:9])=[CH:6][CH:5]=1)[CH3:2].[OH-].[Na+].Cl. Product: [CH2:1]([N:3]([C:15]1[CH:26]=[C:25]2[C:27]3[C:21]([CH3:28])([CH2:22][CH2:23][CH2:24]2)[CH2:20][CH2:19][CH2:18][C:17]=3[CH:16]=1)[C:4]1[CH:5]=[CH:6][C:7]([C:8]([OH:10])=[O:9])=[CH:13][CH:14]=1)[CH3:2]. The catalyst class is: 8. (4) Reactant: [CH2:1]([C:3]1[NH:7][N:6]=[C:5]([N:8]2[C:16](=[O:17])[C:15]3[C:10](=[CH:11][CH:12]=[CH:13][CH:14]=3)[C:9]2=[O:18])[CH:4]=1)[CH3:2].C(=O)([O-])[O-].[K+].[K+].Br[CH2:26][C:27]1[CH:32]=[C:31]([Cl:33])[CH:30]=[CH:29][C:28]=1[O:34][CH2:35][CH:36]([CH3:38])[CH3:37]. Product: [Cl:33][C:31]1[CH:30]=[CH:29][C:28]([O:34][CH2:35][CH:36]([CH3:38])[CH3:37])=[C:27]([CH2:26][N:7]2[C:3]([CH2:1][CH3:2])=[CH:4][C:5]([N:8]3[C:16](=[O:17])[C:15]4[C:10](=[CH:11][CH:12]=[CH:13][CH:14]=4)[C:9]3=[O:18])=[N:6]2)[CH:32]=1. The catalyst class is: 21. (5) Reactant: [ClH:1].[O:2]1[C:7]2[CH:8]=[CH:9][C:10]([CH2:12][NH:13][CH:14]3[CH2:19][CH2:18][N:17]([CH2:20][CH2:21][N:22]4[C:31]5[C:26](=[CH:27][CH:28]=[C:29]([O:32][CH3:33])[CH:30]=5)[CH:25]=[CH:24][C:23]4=[O:34])[CH2:16][CH2:15]3)=[CH:11][C:6]=2[O:5][CH2:4][CH2:3]1. Product: [ClH:1].[O:2]1[C:7]2[CH:8]=[CH:9][C:10]([CH2:12][NH:13][CH:14]3[CH2:19][CH2:18][N:17]([CH2:20][CH2:21][N:22]4[C:31]5[C:26](=[CH:27][CH:28]=[C:29]([O:32][CH3:33])[CH:30]=5)[CH2:25][CH2:24][C:23]4=[O:34])[CH2:16][CH2:15]3)=[CH:11][C:6]=2[O:5][CH2:4][CH2:3]1. The catalyst class is: 43. (6) Reactant: Cl[C:2]1[C:7]([C:8]#[N:9])=[CH:6][N:5]=[CH:4][CH:3]=1.[CH3:10][O-:11].[Na+].CO. Product: [CH3:10][O:11][C:2]1[C:7]([C:8]#[N:9])=[CH:6][N:5]=[CH:4][CH:3]=1. The catalyst class is: 5. (7) Reactant: [C:6](O[C:6](=[O:9])[CH2:7][CH3:8])(=[O:9])[CH2:7][CH3:8].S(=O)(=O)(O)O.[Br:15][C:16]1[C:22]([C:23]2[C:27]([Cl:28])=[C:26]([C:29]([F:32])([F:31])[F:30])[S:25][N:24]=2)=[C:21]([Cl:33])[CH:20]=[C:19]([Cl:34])[C:17]=1[NH2:18]. Product: [Br:15][C:16]1[C:22]([C:23]2[C:27]([Cl:28])=[C:26]([C:29]([F:31])([F:30])[F:32])[S:25][N:24]=2)=[C:21]([Cl:33])[CH:20]=[C:19]([Cl:34])[C:17]=1[NH:18][C:6](=[O:9])[CH2:7][CH3:8]. The catalyst class is: 11. (8) Reactant: [CH2:1]([Li])[CH2:2][CH2:3][CH3:4].C(C1C[N:12]([C:14]([O:16][C:17]([CH3:20])([CH3:19])[CH3:18])=[O:15])[CH2:11][CH2:10][N:9]1[C:21]([O:23][CH2:24][C:25]1[CH:30]=[CH:29][CH:28]=[CH:27][CH:26]=1)=[O:22])=O. Product: [CH:3]([CH:2]1[CH2:1][N:12]([C:14]([O:16][C:17]([CH3:20])([CH3:19])[CH3:18])=[O:15])[CH2:11][CH2:10][N:9]1[C:21]([O:23][CH2:24][C:25]1[CH:26]=[CH:27][CH:28]=[CH:29][CH:30]=1)=[O:22])=[CH2:4]. The catalyst class is: 307. (9) Reactant: [C:1]([NH:11][C@H:12]([C:20]([OH:22])=[O:21])[CH2:13][C:14]1[CH:19]=[CH:18][CH:17]=[CH:16][CH:15]=1)([O:3][CH2:4][C:5]1[CH:10]=[CH:9][CH:8]=[CH:7][CH:6]=1)=[O:2].B(F)(F)F.[CH3:27]COCC. Product: [CH2:4]([O:3][C:1]([NH:11][C@H:12]([C:20]([O:22][CH3:27])=[O:21])[CH2:13][C:14]1[CH:19]=[CH:18][CH:17]=[CH:16][CH:15]=1)=[O:2])[C:5]1[CH:10]=[CH:9][CH:8]=[CH:7][CH:6]=1. The catalyst class is: 5. (10) Reactant: CC(C)([O-])C.[K+].[NH2:7][C:8]1[CH:9]=[C:10]([OH:14])[CH:11]=[CH:12][CH:13]=1.[CH3:15][NH:16][C:17]([C:19]1[CH:24]=[C:23](Cl)[CH:22]=[CH:21][N:20]=1)=[O:18].O. Product: [CH3:15][NH:16][C:17]([C:19]1[CH:24]=[C:23]([O:14][C:10]2[CH:11]=[CH:12][CH:13]=[C:8]([NH2:7])[CH:9]=2)[CH:22]=[CH:21][N:20]=1)=[O:18]. The catalyst class is: 148.